From a dataset of Forward reaction prediction with 1.9M reactions from USPTO patents (1976-2016). Predict the product of the given reaction. (1) Given the reactants C([O:5][C:6](=[O:36])[C:7]1[CH:12]=[C:11]([C:13]2[CH:14]=[C:15]3[C:32](=[CH:33][CH:34]=2)[O:31][C:18]2([CH2:23][CH2:22][N:21](C(OC(C)(C)C)=O)[CH2:20][CH2:19]2)[CH2:17][C:16]3=[O:35])[CH:10]=[N:9][CH:8]=1)(C)(C)C.[ClH:37], predict the reaction product. The product is: [ClH:37].[ClH:37].[O:35]=[C:16]1[C:15]2[C:32](=[CH:33][CH:34]=[C:13]([C:11]3[CH:10]=[N:9][CH:8]=[C:7]([CH:12]=3)[C:6]([OH:36])=[O:5])[CH:14]=2)[O:31][C:18]2([CH2:23][CH2:22][NH:21][CH2:20][CH2:19]2)[CH2:17]1. (2) Given the reactants [Cl:1][C:2]1[CH:7]=[C:6]([O:8][CH3:9])[C:5]([F:10])=[CH:4][C:3]=1[C:11]1[CH:16]=[CH:15][N:14]=[C:13]([NH:17][CH:18]([CH2:21][O:22][CH3:23])[CH2:19][CH3:20])[C:12]=1[N+:24]([O-])=O.Cl[Sn]Cl, predict the reaction product. The product is: [Cl:1][C:2]1[CH:7]=[C:6]([O:8][CH3:9])[C:5]([F:10])=[CH:4][C:3]=1[C:11]1[CH:16]=[CH:15][N:14]=[C:13]([NH:17][CH:18]([CH2:21][O:22][CH3:23])[CH2:19][CH3:20])[C:12]=1[NH2:24]. (3) Given the reactants COC1C=CC(P2(SP(C3C=CC(OC)=CC=3)(=S)S2)=[S:10])=CC=1.[CH3:23][C:24]1([CH3:46])[O:29][CH2:28][N:27]([CH2:30][C:31]2[CH:36]=[CH:35][CH:34]=[CH:33][C:32]=2[NH:37][S:38]([C:41]([F:44])([F:43])[F:42])(=[O:40])=[O:39])[C:26](=O)[CH2:25]1, predict the reaction product. The product is: [CH3:23][C:24]1([CH3:46])[O:29][CH2:28][N:27]([CH2:30][C:31]2[CH:36]=[CH:35][CH:34]=[CH:33][C:32]=2[NH:37][S:38]([C:41]([F:44])([F:43])[F:42])(=[O:40])=[O:39])[C:26](=[S:10])[CH2:25]1. (4) Given the reactants [Br:1]N1C(=O)CCC1=O.[CH3:9][C:10]1[CH:23]=[N:22][C:13]2[NH:14][C:15]3[C:20]([C:12]=2[CH:11]=1)=[CH:19][CH:18]=[CH:17][C:16]=3[CH3:21].S([O-])([O-])=O.[Na+].[Na+].C(OCC)(=O)C, predict the reaction product. The product is: [Br:1][C:18]1[CH:19]=[C:20]2[C:15](=[C:16]([CH3:21])[CH:17]=1)[NH:14][C:13]1[N:22]=[CH:23][C:10]([CH3:9])=[CH:11][C:12]2=1. (5) Given the reactants [C:1]([OH:5])(=O)[CH2:2][OH:3].F[P-](F)(F)(F)(F)F.N1([O:22][C:23](N(C)C)=[N+](C)C)C2N=CC=CC=2N=N1.[Cl:30][C:31]1[CH:32]=[C:33]([CH:53]=[CH:54][C:55]=1[F:56])[NH:34][C:35]1[C:44]2[C:39](=[CH:40][C:41]([OH:52])=[CH:42][C:43]=2[O:45][CH2:46][C@H:47]2[CH2:51][CH2:50][CH2:49][NH:48]2)[N:38]=[CH:37][N:36]=1.[CH:57](N(CC)C(C)C)(C)C, predict the reaction product. The product is: [Cl:30][C:31]1[CH:32]=[C:33]([CH:53]=[CH:54][C:55]=1[F:56])[NH:34][C:35]1[C:44]2[C:39](=[CH:40][C:41]([O:52][CH2:57][CH2:23][OH:22])=[CH:42][C:43]=2[O:45][CH2:46][C@H:47]2[CH2:51][CH2:50][CH2:49][N:48]2[C:1](=[O:5])[CH2:2][OH:3])[N:38]=[CH:37][N:36]=1. (6) Given the reactants [CH3:1][C@@H:2]1[NH:7][CH2:6][CH2:5][N:4]([C:8]([O:10][C:11]([CH3:14])([CH3:13])[CH3:12])=[O:9])[CH2:3]1.F[C:16]1[CH:21]=[CH:20][C:19]([N+:22]([O-:24])=[O:23])=[CH:18][C:17]=1[F:25].C([O-])([O-])=O.[K+].[K+], predict the reaction product. The product is: [F:25][C:17]1[CH:18]=[C:19]([N+:22]([O-:24])=[O:23])[CH:20]=[CH:21][C:16]=1[N:7]1[CH2:6][CH2:5][N:4]([C:8]([O:10][C:11]([CH3:13])([CH3:12])[CH3:14])=[O:9])[CH2:3][C@@H:2]1[CH3:1].